This data is from Full USPTO retrosynthesis dataset with 1.9M reactions from patents (1976-2016). The task is: Predict the reactants needed to synthesize the given product. (1) The reactants are: [CH3:1][O:2][C:3](=[O:30])[CH2:4][C@H:5]1[C:9]2[CH:10]=[CH:11][C:12]([O:14][C@H:15]3[C:23]4[C:18](=[C:19]([CH2:28]Br)[C:20]([C:24]([F:27])([F:26])[F:25])=[CH:21][CH:22]=4)[CH2:17][CH2:16]3)=[CH:13][C:8]=2[O:7][CH2:6]1.[N:31]1[C:40]2[CH2:39][CH2:38][N:37]=[CH:36][C:35]=2[CH:34]=[CH:33][CH:32]=1. Given the product [CH3:1][O:2][C:3](=[O:30])[CH2:4][C@H:5]1[C:9]2[CH:10]=[CH:11][C:12]([O:14][C@H:15]3[C:23]4[C:18](=[C:19]([CH2:28][N:37]5[CH2:38][CH2:39][C:40]6[N:31]=[CH:32][CH:33]=[CH:34][C:35]=6[CH2:36]5)[C:20]([C:24]([F:27])([F:26])[F:25])=[CH:21][CH:22]=4)[CH2:17][CH2:16]3)=[CH:13][C:8]=2[O:7][CH2:6]1, predict the reactants needed to synthesize it. (2) Given the product [F:15][C:13]1[CH:14]=[C:9]2[C:10](=[CH:11][CH:12]=1)[NH:16][C:17](=[O:18])[N:27]([CH2:26][C:25]([F:29])([F:28])[F:24])[C:1]2([OH:8])[C:2]1[CH:3]=[CH:4][CH:5]=[CH:6][CH:7]=1, predict the reactants needed to synthesize it. The reactants are: [C:1]([C:9]1[CH:14]=[C:13]([F:15])[CH:12]=[CH:11][C:10]=1[NH:16][C:17](N1C=CN=C1)=[O:18])(=[O:8])[C:2]1[CH:7]=[CH:6][CH:5]=[CH:4][CH:3]=1.[F:24][C:25]([F:29])([F:28])[CH2:26][NH2:27].C(O)(=O)CC(CC(O)=O)(C(O)=O)O.O=P12OP3(OP(OP(O3)(O1)=O)(=O)O2)=O. (3) Given the product [F:6][C:7]1[CH:8]=[CH:9][C:10]([CH:13]([C:29]2[CH:30]=[CH:31][C:32]([F:35])=[CH:33][CH:34]=2)[CH:14]2[C:19](=[O:20])[CH2:18][CH2:17][N:16]([CH2:21][C:22]3[CH:27]=[CH:26][CH:25]=[CH:24][C:23]=3[O:28][CH:36]([CH3:38])[CH3:37])[CH2:15]2)=[CH:11][CH:12]=1, predict the reactants needed to synthesize it. The reactants are: CN(C)C=O.[F:6][C:7]1[CH:12]=[CH:11][C:10]([CH:13]([C:29]2[CH:34]=[CH:33][C:32]([F:35])=[CH:31][CH:30]=2)[CH:14]2[C:19](=[O:20])[CH2:18][CH2:17][N:16]([CH2:21][C:22]3[CH:27]=[CH:26][CH:25]=[CH:24][C:23]=3[OH:28])[CH2:15]2)=[CH:9][CH:8]=1.[CH:36](I)([CH3:38])[CH3:37].C(=O)([O-])[O-].[K+].[K+]. (4) Given the product [CH2:1]([C:4]1[N:5]([C:18]([O:20][C:21]([CH3:24])([CH3:23])[CH3:22])=[O:19])[C:6]2[C:11]([C:12]=1[CH2:13][C:14]([OH:16])=[O:15])=[CH:10][CH:9]=[CH:8][CH:7]=2)[CH:2]=[CH2:3], predict the reactants needed to synthesize it. The reactants are: [CH2:1]([C:4]1[N:5]([C:18]([O:20][C:21]([CH3:24])([CH3:23])[CH3:22])=[O:19])[C:6]2[C:11]([C:12]=1[CH2:13][C:14]([O:16]C)=[O:15])=[CH:10][CH:9]=[CH:8][CH:7]=2)[CH:2]=[CH2:3].[Li+].[OH-]. (5) Given the product [CH:1]1([N:6]2[C:15]3[N:14]=[C:13]([N:16]4[CH:20]=[C:19]([C:21]([OH:23])=[O:22])[N:18]=[CH:17]4)[N:12]=[CH:11][C:10]=3[N:9]3[CH:25]=[N:26][N:27]=[C:8]3[C@H:7]2[CH2:28][CH3:29])[CH2:2][CH2:3][CH2:4][CH2:5]1, predict the reactants needed to synthesize it. The reactants are: [CH:1]1([N:6]2[C:15]3[N:14]=[C:13]([N:16]4[CH:20]=[C:19]([C:21]([O:23]C)=[O:22])[N:18]=[CH:17]4)[N:12]=[CH:11][C:10]=3[N:9]3[CH:25]=[N:26][N:27]=[C:8]3[C@H:7]2[CH2:28][CH3:29])[CH2:5][CH2:4][CH2:3][CH2:2]1. (6) The reactants are: [Cl:1][C:2]1[CH:33]=[CH:32][C:5]([CH2:6][NH:7][C:8]([C:10]2[C:11](=[O:31])[C:12]3[C:13]4[N:14]([CH:30]=2)[CH2:15][C:16](=O)[NH:17][C:18]=4[CH:19]=[C:20]([CH2:22][N:23]2[CH2:28][CH2:27][O:26][CH2:25][CH2:24]2)[CH:21]=3)=[O:9])=[CH:4][CH:3]=1.[CH2:34]([NH2:41])[C:35]1[CH:40]=[CH:39][CH:38]=[CH:37][CH:36]=1. Given the product [CH2:34]([NH:41][C:16]1[CH2:15][N:14]2[CH:30]=[C:10]([C:8]([NH:7][CH2:6][C:5]3[CH:4]=[CH:3][C:2]([Cl:1])=[CH:33][CH:32]=3)=[O:9])[C:11](=[O:31])[C:12]3[C:13]2=[C:18]([CH:19]=[C:20]([CH2:22][N:23]2[CH2:24][CH2:25][O:26][CH2:27][CH2:28]2)[CH:21]=3)[N:17]=1)[C:35]1[CH:40]=[CH:39][CH:38]=[CH:37][CH:36]=1, predict the reactants needed to synthesize it.